The task is: Predict the reaction yield, written as a fraction of the theoretical maximum amount of product (1.0 means a 100% yield; for example, 0.34 means a 34% yield).. This data is from Reaction yield outcomes from USPTO patents with 853,638 reactions. (1) The reactants are [N+]([C:4]1[CH:9]=[CH:8][CH:7]=[CH:6][C:5]=1[N+:10]([O-:12])=[O:11])([O-])=O.[F:13][C:14]1[CH:19]=[CH:18][C:17]([OH:20])=[CH:16][CH:15]=1.C(=O)([O-])[O-].[Cs+].[Cs+]. The catalyst is CS(C)=O.O. The product is [F:13][C:14]1[CH:19]=[CH:18][C:17]([O:20][C:9]2[CH:4]=[C:5]([N+:10]([O-:12])=[O:11])[CH:6]=[CH:7][CH:8]=2)=[CH:16][CH:15]=1. The yield is 0.690. (2) The reactants are Cl.O.[NH2:3]N.C[N:6](C)[CH:7]=[C:8]([N:11]1[CH:15]=[C:14]([C:16]2[CH:17]=[N:18][CH:19]=[CH:20][CH:21]=2)[N:13]=[CH:12]1)[C:9]#[N:10].C([O-])([O-])=O.[K+].[K+]. The catalyst is CCO. The product is [N:18]1[CH:19]=[CH:20][CH:21]=[C:16]([C:14]2[N:13]=[CH:12][N:11]([C:8]3[CH:7]=[N:6][NH:10][C:9]=3[NH2:3])[CH:15]=2)[CH:17]=1. The yield is 0.850. (3) The reactants are [Na].[C:2]([O:8][CH2:9][CH3:10])(=[O:7])[CH2:3][C:4]([CH3:6])=[O:5].O/[N:12]=[C:13](\Cl)/[C:14]1[CH:19]=[CH:18][CH:17]=[C:16]([Cl:20])[CH:15]=1. The catalyst is CO. The product is [CH2:9]([O:8][C:2]([C:3]1[C:13]([C:14]2[CH:19]=[CH:18][CH:17]=[C:16]([Cl:20])[CH:15]=2)=[N:12][O:5][C:4]=1[CH3:6])=[O:7])[CH3:10]. The yield is 0.400. (4) The reactants are [NH2:1][CH:2]1[C:11]2[C:6](=[CH:7][CH:8]=[C:9]([NH:12][C:13]([C:15]3[C:24](=[O:25])[C:23]4[C:18](=[CH:19][CH:20]=[CH:21][CH:22]=4)[NH:17][CH:16]=3)=[O:14])[CH:10]=2)[CH2:5][CH2:4][CH2:3]1.CCN(C(C)C)C(C)C.Cl[C:36]([O:38][CH3:39])=[O:37].N1CCCCC1. The catalyst is CO. The product is [CH3:39][O:38][C:36]([NH:1][CH:2]1[C:11]2[C:6](=[CH:7][CH:8]=[C:9]([NH:12][C:13]([C:15]3[C:24](=[O:25])[C:23]4[C:18](=[CH:19][CH:20]=[CH:21][CH:22]=4)[NH:17][CH:16]=3)=[O:14])[CH:10]=2)[CH2:5][CH2:4][CH2:3]1)=[O:37]. The yield is 0.350.